This data is from Peptide-MHC class II binding affinity with 134,281 pairs from IEDB. The task is: Regression. Given a peptide amino acid sequence and an MHC pseudo amino acid sequence, predict their binding affinity value. This is MHC class II binding data. (1) The peptide sequence is ESTGGAYDTYKSIPS. The MHC is DRB4_0101 with pseudo-sequence DRB4_0103. The binding affinity (normalized) is 0.136. (2) The MHC is HLA-DQA10501-DQB10301 with pseudo-sequence HLA-DQA10501-DQB10301. The peptide sequence is QAATAGTTVYGAFAA. The binding affinity (normalized) is 0.730. (3) The peptide sequence is PESRSILLHGPSKGVELRND. The MHC is DRB1_1101 with pseudo-sequence DRB1_1101. The binding affinity (normalized) is 0.558. (4) The peptide sequence is LLKEFTVSGNILTIRLTAA. The MHC is HLA-DQA10501-DQB10201 with pseudo-sequence HLA-DQA10501-DQB10201. The binding affinity (normalized) is 0.267. (5) The peptide sequence is QTKIQYVIRAQLHVG. The MHC is DRB5_0101 with pseudo-sequence DRB5_0101. The binding affinity (normalized) is 0.756. (6) The peptide sequence is GELQIVDKIDAAWKI. The MHC is DRB1_0802 with pseudo-sequence DRB1_0802. The binding affinity (normalized) is 0.539. (7) The peptide sequence is AKPDGKTDCTKEVEE. The MHC is HLA-DQA10401-DQB10402 with pseudo-sequence HLA-DQA10401-DQB10402. The binding affinity (normalized) is 0.111.